Dataset: Reaction yield outcomes from USPTO patents with 853,638 reactions. Task: Predict the reaction yield, written as a fraction of the theoretical maximum amount of product (1.0 means a 100% yield; for example, 0.34 means a 34% yield). (1) The reactants are [CH3:1][O:2][C:3]1[C:4]2[N:13]=[C:12]([NH2:14])[S:11][C:5]=2[N:6]=[C:7]([S:9][CH3:10])[N:8]=1.[H-].[Na+].C(N(CC)C(C)C)(C)C.[OH:26][C:27]1([C:36]2[CH:41]=[CH:40][CH:39]=[C:38]([C:42]([F:45])([F:44])[F:43])[CH:37]=2)[CH2:32][CH2:31][N:30]([C:33](Cl)=[O:34])[CH2:29][CH2:28]1. The catalyst is O1CCCC1. The product is [CH3:1][O:2][C:3]1[C:4]2[N:13]=[C:12]([NH:14][C:33]([N:30]3[CH2:29][CH2:28][C:27]([OH:26])([C:36]4[CH:41]=[CH:40][CH:39]=[C:38]([C:42]([F:44])([F:43])[F:45])[CH:37]=4)[CH2:32][CH2:31]3)=[O:34])[S:11][C:5]=2[N:6]=[C:7]([S:9][CH3:10])[N:8]=1. The yield is 0.340. (2) The reactants are [F:1][C:2]1[CH:3]=[CH:4][C:5]([CH2:8][O:9][C:10]2[CH:15]=[CH:14][N:13]([C:16]3[CH:21]=[CH:20][C:19]4[C:22]5[CH2:23][N:24](C(OC(C)(C)C)=O)[CH2:25][CH2:26][CH2:27][C:28]=5[O:29][C:18]=4[CH:17]=3)[C:12](=[O:37])[CH:11]=2)=[N:6][CH:7]=1.Cl.C([O-])(O)=O.[Na+]. The catalyst is CO.CCOCC. The product is [F:1][C:2]1[CH:3]=[CH:4][C:5]([CH2:8][O:9][C:10]2[CH:15]=[CH:14][N:13]([C:16]3[CH:21]=[CH:20][C:19]4[C:22]5[CH2:23][NH:24][CH2:25][CH2:26][CH2:27][C:28]=5[O:29][C:18]=4[CH:17]=3)[C:12](=[O:37])[CH:11]=2)=[N:6][CH:7]=1. The yield is 0.960. (3) The reactants are C([O:3][C:4](=[O:32])[C@@H:5]([O:29][CH2:30][CH3:31])[CH2:6][C:7]1[CH:12]=[CH:11][C:10]([O:13][CH2:14][CH2:15][C:16]2[CH:21]=[CH:20][C:19]([S:22][C:23]3[CH:28]=[CH:27][CH:26]=[CH:25][CH:24]=3)=[CH:18][CH:17]=2)=[CH:9][CH:8]=1)C.[OH-].[Li+].Cl. The catalyst is O1CCCC1.O. The product is [CH2:30]([O:29][C@@H:5]([CH2:6][C:7]1[CH:12]=[CH:11][C:10]([O:13][CH2:14][CH2:15][C:16]2[CH:17]=[CH:18][C:19]([S:22][C:23]3[CH:28]=[CH:27][CH:26]=[CH:25][CH:24]=3)=[CH:20][CH:21]=2)=[CH:9][CH:8]=1)[C:4]([OH:32])=[O:3])[CH3:31]. The yield is 0.780.